Dataset: TCR-epitope binding with 47,182 pairs between 192 epitopes and 23,139 TCRs. Task: Binary Classification. Given a T-cell receptor sequence (or CDR3 region) and an epitope sequence, predict whether binding occurs between them. The epitope is ALSKGVHFV. The TCR CDR3 sequence is CSARDPPAGRDGYTF. Result: 0 (the TCR does not bind to the epitope).